From a dataset of Catalyst prediction with 721,799 reactions and 888 catalyst types from USPTO. Predict which catalyst facilitates the given reaction. (1) Reactant: [NH:1]1[C:9]2[C:4](=[CH:5][C:6]([CH:10]=O)=[CH:7][CH:8]=2)[CH:3]=[CH:2]1.[NH2:12][C@@H:13]([CH2:29][C:30]1[CH:35]=[CH:34][CH:33]=[CH:32][CH:31]=1)[C:14]([N:16]1[CH2:21][CH2:20][N:19]([CH2:22][C:23]2[CH:28]=[CH:27][CH:26]=[CH:25][CH:24]=2)[CH2:18][CH2:17]1)=[O:15].[BH4-].[Na+].O. Product: [CH2:22]([N:19]1[CH2:18][CH2:17][N:16]([C:14](=[O:15])[C@@H:13]([NH:12][CH2:10][C:6]2[CH:5]=[C:4]3[C:9](=[CH:8][CH:7]=2)[NH:1][CH:2]=[CH:3]3)[CH2:29][C:30]2[CH:35]=[CH:34][CH:33]=[CH:32][CH:31]=2)[CH2:21][CH2:20]1)[C:23]1[CH:24]=[CH:25][CH:26]=[CH:27][CH:28]=1. The catalyst class is: 5. (2) The catalyst class is: 5. Reactant: [CH:1]1([NH:7][C:8]2[C:9]3[CH2:30][NH:29][CH2:28][CH2:27][C:10]=3[N:11]=[C:12]([NH:14][C:15]3[CH:20]=[CH:19][C:18]([N:21]4[CH:25]=[CH:24][N:23]=[C:22]4[CH3:26])=[CH:17][CH:16]=3)[N:13]=2)[CH2:6][CH2:5][CH2:4][CH2:3][CH2:2]1.[C:31](O)(=O)C.C=O.C([BH3-])#N.[Na+]. Product: [CH:1]1([NH:7][C:8]2[C:9]3[CH2:30][N:29]([CH3:31])[CH2:28][CH2:27][C:10]=3[N:11]=[C:12]([NH:14][C:15]3[CH:20]=[CH:19][C:18]([N:21]4[CH:25]=[CH:24][N:23]=[C:22]4[CH3:26])=[CH:17][CH:16]=3)[N:13]=2)[CH2:2][CH2:3][CH2:4][CH2:5][CH2:6]1. (3) Reactant: C([O:8][C:9]([NH:11][CH:12](P(OCC)(OCC)=O)[C:13]([O:15][CH3:16])=[O:14])=O)C1C=CC=CC=1.CN(C)C(N(C)C)=N.[NH:33]1[CH:37]=[CH:36][CH:35]=[C:34]1[CH:38]=O. Product: [O:8]=[C:9]1[N:33]2[CH:37]=[CH:36][CH:35]=[C:34]2[CH:38]=[C:12]([C:13]([O:15][CH3:16])=[O:14])[NH:11]1. The catalyst class is: 2. (4) Reactant: [CH3:1][C:2]1[C:6]([CH:7]=[O:8])=[CH:5][NH:4][N:3]=1.C(=O)([O-])[O-].[K+].[K+].F[C:16]1[C:21]([C:22]([O:24][CH3:25])=[O:23])=[CH:20][CH:19]=[CH:18][N:17]=1.CN(C)C=O. Product: [CH:7]([C:6]1[C:2]([CH3:1])=[N:3][N:4]([C:16]2[C:21]([C:22]([O:24][CH3:25])=[O:23])=[CH:20][CH:19]=[CH:18][N:17]=2)[CH:5]=1)=[O:8]. The catalyst class is: 6. (5) Reactant: Cl[C:2]1[CH:7]=[N:6][CH:5]=[C:4]([Cl:8])[N:3]=1.[CH3:9][N:10]1[CH2:15][CH2:14][NH:13][CH2:12][CH2:11]1.C(N(CC)CC)C. Product: [Cl:8][C:4]1[CH:5]=[N:6][CH:7]=[C:2]([N:13]2[CH2:14][CH2:15][N:10]([CH3:9])[CH2:11][CH2:12]2)[N:3]=1. The catalyst class is: 12. (6) The catalyst class is: 1. Product: [CH2:10]([C@H:9]([NH:17][C:18](=[O:28])[O:19][C@H:20]1[C@@H:27]2[C@@H:23]([O:24][CH2:25][CH2:26]2)[O:22][CH2:21]1)[C@@H:8]([OH:29])[CH:7]([NH:30][S:31]([C:34]1[CH:39]=[CH:38][C:37]([O:40][CH3:41])=[CH:36][CH:35]=1)(=[O:33])=[O:32])[CH2:6][C:5]([CH3:43])([CH3:42])[CH2:4][CH2:3][CH2:2][NH:1][C:98]([N:97]([CH3:101])[CH3:96])=[O:99])[C:11]1[CH:12]=[CH:13][CH:14]=[CH:15][CH:16]=1. Reactant: [NH2:1][CH2:2][CH2:3][CH2:4][C:5]([CH3:43])([CH3:42])[CH2:6][CH:7]([NH:30][S:31]([C:34]1[CH:39]=[CH:38][C:37]([O:40][CH3:41])=[CH:36][CH:35]=1)(=[O:33])=[O:32])[C@H:8]([OH:29])[C@@H:9]([NH:17][C:18](=[O:28])[O:19][C@@H:20]1[C@H:27]2[C@H:23]([O:24][CH2:25][CH2:26]2)[O:22][CH2:21]1)[CH2:10][C:11]1[CH:16]=[CH:15][CH:14]=[CH:13][CH:12]=1.NCCCC(C)(C)CC(NS(C1C=CC(OC)=CC=1)(=O)=O)[C@H](O)[C@@H](NC(=O)O[C@H]1[C@@H]2[C@@H](OCC2)OC1)CC1C=CC=CC=1.C(N(CC)C(C)C)(C)C.[CH3:96][N:97]([CH3:101])[C:98](Cl)=[O:99]. (7) Reactant: [CH2:1]([C:5]1[CH:10]=[CH:9][C:8]([C:11]2[O:15][N:14]=[C:13]([C:16]3[CH:21]=[CH:20][C:19]([C@H:22]([NH:24][C@@H:25]4[CH2:28][C@H:27]([C:29]([O:31]CC)=[O:30])[CH2:26]4)[CH3:23])=[CH:18][CH:17]=3)[N:12]=2)=[CH:7][CH:6]=1)[CH:2]([CH3:4])[CH3:3].O.[OH-].[K+].Cl. Product: [CH2:1]([C:5]1[CH:10]=[CH:9][C:8]([C:11]2[O:15][N:14]=[C:13]([C:16]3[CH:21]=[CH:20][C:19]([C@H:22]([NH:24][C@@H:25]4[CH2:28][C@H:27]([C:29]([OH:31])=[O:30])[CH2:26]4)[CH3:23])=[CH:18][CH:17]=3)[N:12]=2)=[CH:7][CH:6]=1)[CH:2]([CH3:4])[CH3:3]. The catalyst class is: 12. (8) Reactant: [Cl:1][C:2]1[N:7]=[C:6]2[NH:8][CH:9]=[C:10]([C:11]#[N:12])[C:5]2=[C:4]([I:13])[CH:3]=1.[H-].[Na+].[CH3:16][Si:17]([CH3:24])([CH3:23])[CH2:18][CH2:19][O:20][CH2:21]Cl.O. Product: [Cl:1][C:2]1[N:7]=[C:6]2[N:8]([CH2:21][O:20][CH2:19][CH2:18][Si:17]([CH3:24])([CH3:23])[CH3:16])[CH:9]=[C:10]([C:11]#[N:12])[C:5]2=[C:4]([I:13])[CH:3]=1. The catalyst class is: 9. (9) Reactant: [C:1]([C:4]1[C:22](=[O:23])[C@@:8]2([CH3:24])[C:9]3[C:15]([OH:16])=[CH:14][C:13]([O:17][CH3:18])=[C:12]([C:19]([NH2:21])=[O:20])[C:10]=3[O:11][C:7]2=[CH:6][C:5]=1[OH:25])(=[O:3])[CH3:2].[CH2:26]([O:33][C:34]1[C:43]2[C:38](=[CH:39][CH:40]=[CH:41][CH:42]=2)[C:37]([CH:44]=O)=[CH:36][CH:35]=1)[C:27]1[CH:32]=[CH:31][CH:30]=[CH:29][CH:28]=1.C([SiH](CC)CC)C.FC(F)(F)C(O)=O. Product: [C:1]([C:4]1[C:22](=[O:23])[C@@:8]2([CH3:24])[C:9]3[C:15]([OH:16])=[CH:14][C:13]([O:17][CH3:18])=[C:12]([C:19]([NH:21][CH2:44][C:37]4[C:38]5[C:43](=[CH:42][CH:41]=[CH:40][CH:39]=5)[C:34]([O:33][CH2:26][C:27]5[CH:32]=[CH:31][CH:30]=[CH:29][CH:28]=5)=[CH:35][CH:36]=4)=[O:20])[C:10]=3[O:11][C:7]2=[CH:6][C:5]=1[OH:25])(=[O:3])[CH3:2]. The catalyst class is: 10. (10) Reactant: [OH:1][CH:2]1[CH2:7][CH2:6][NH:5][CH2:4][CH2:3]1.C(O[C:11]1(O[Si](C)(C)C)[CH2:13][CH2:12]1)C.C([BH3-])#N.[Na+]. Product: [CH:11]1([N:5]2[CH2:6][CH2:7][CH:2]([OH:1])[CH2:3][CH2:4]2)[CH2:13][CH2:12]1. The catalyst class is: 5.